Dataset: CYP1A2 inhibition data for predicting drug metabolism from PubChem BioAssay. Task: Regression/Classification. Given a drug SMILES string, predict its absorption, distribution, metabolism, or excretion properties. Task type varies by dataset: regression for continuous measurements (e.g., permeability, clearance, half-life) or binary classification for categorical outcomes (e.g., BBB penetration, CYP inhibition). Dataset: cyp1a2_veith. The compound is CCc1nnc(NC(=O)C2CCN(C(=O)NC3CCCCC3)CC2)s1. The result is 0 (non-inhibitor).